Task: Predict the reactants needed to synthesize the given product.. Dataset: Full USPTO retrosynthesis dataset with 1.9M reactions from patents (1976-2016) (1) Given the product [OH:1][C@@H:2]([CH2:4][O:5][C:6]1[CH:7]=[CH:8][C:9]2[S:13][C:12]([CH3:14])=[N:11][C:10]=2[CH:15]=1)[CH2:3][N:16]1[CH2:21][CH2:20][C:19](=[O:22])[CH2:18][CH2:17]1, predict the reactants needed to synthesize it. The reactants are: [O:1]1[CH2:3][C@@H:2]1[CH2:4][O:5][C:6]1[CH:7]=[CH:8][C:9]2[S:13][C:12]([CH3:14])=[N:11][C:10]=2[CH:15]=1.[NH:16]1[CH2:21][CH2:20][C:19](=[O:22])[CH2:18][CH2:17]1.[Cl-].C(N(C(C)C)CC)(C)C. (2) Given the product [F:1][C:2]1[CH:3]=[CH:4][C:5]([C:8]2[N:12]([C:13]3[CH:14]=[N:15][CH:16]=[CH:17][CH:18]=3)[N:11]=[C:10]([C:19]([OH:21])=[O:20])[CH:9]=2)=[N:6][CH:7]=1, predict the reactants needed to synthesize it. The reactants are: [F:1][C:2]1[CH:3]=[CH:4][C:5]([C:8]2[N:12]([C:13]3[CH:14]=[N:15][CH:16]=[CH:17][CH:18]=3)[N:11]=[C:10]([C:19]([O:21]CC)=[O:20])[CH:9]=2)=[N:6][CH:7]=1.[OH-].[Na+]. (3) The reactants are: [H-].[Na+].[CH:3]1[C:8]2[C:9]3[NH:10][C:11]4[C:16]([C:17]=3[CH2:18][CH2:19][S:20][C:7]=2[CH:6]=[CH:5][CH:4]=1)=[CH:15][CH:14]=[CH:13][CH:12]=4.Br[CH2:22][CH2:23][CH2:24][Cl:25].O. Given the product [Cl:25][CH2:24][CH2:23][CH2:22][N:10]1[C:11]2[C:16](=[CH:15][CH:14]=[CH:13][CH:12]=2)[C:17]2[CH2:18][CH2:19][S:20][C:7]3[CH:6]=[CH:5][CH:4]=[CH:3][C:8]=3[C:9]1=2, predict the reactants needed to synthesize it.